From a dataset of NCI-60 drug combinations with 297,098 pairs across 59 cell lines. Regression. Given two drug SMILES strings and cell line genomic features, predict the synergy score measuring deviation from expected non-interaction effect. (1) Drug 1: C1CC(C1)(C(=O)O)C(=O)O.[NH2-].[NH2-].[Pt+2]. Drug 2: C(CN)CNCCSP(=O)(O)O. Cell line: SN12C. Synergy scores: CSS=17.3, Synergy_ZIP=-1.78, Synergy_Bliss=5.55, Synergy_Loewe=-6.19, Synergy_HSA=-0.535. (2) Drug 1: C1CC(=O)NC(=O)C1N2CC3=C(C2=O)C=CC=C3N. Drug 2: CC1CCC2CC(C(=CC=CC=CC(CC(C(=O)C(C(C(=CC(C(=O)CC(OC(=O)C3CCCCN3C(=O)C(=O)C1(O2)O)C(C)CC4CCC(C(C4)OC)OCCO)C)C)O)OC)C)C)C)OC. Cell line: RPMI-8226. Synergy scores: CSS=26.0, Synergy_ZIP=5.93, Synergy_Bliss=9.34, Synergy_Loewe=3.94, Synergy_HSA=12.5. (3) Drug 1: CC1=C(N=C(N=C1N)C(CC(=O)N)NCC(C(=O)N)N)C(=O)NC(C(C2=CN=CN2)OC3C(C(C(C(O3)CO)O)O)OC4C(C(C(C(O4)CO)O)OC(=O)N)O)C(=O)NC(C)C(C(C)C(=O)NC(C(C)O)C(=O)NCCC5=NC(=CS5)C6=NC(=CS6)C(=O)NCCC[S+](C)C)O. Drug 2: CC(C)(C#N)C1=CC(=CC(=C1)CN2C=NC=N2)C(C)(C)C#N. Cell line: IGROV1. Synergy scores: CSS=23.4, Synergy_ZIP=-9.93, Synergy_Bliss=1.73, Synergy_Loewe=-0.476, Synergy_HSA=1.75.